Task: Predict the reaction yield, written as a fraction of the theoretical maximum amount of product (1.0 means a 100% yield; for example, 0.34 means a 34% yield).. Dataset: Reaction yield outcomes from USPTO patents with 853,638 reactions (1) The reactants are CS(O[CH2:6][C:7]1[CH:12]=[CH:11][N:10]=[C:9]([N:13]2[C:17]([C:18]3[O:19][CH:20]=[CH:21][CH:22]=3)=[CH:16][C:15]([C:23]([F:26])([F:25])[F:24])=[N:14]2)[CH:8]=1)(=O)=O.[N-:27]=[N+:28]=[N-:29].[Na+]. The catalyst is CN(C=O)C. The product is [N:27]([CH2:6][C:7]1[CH:12]=[CH:11][N:10]=[C:9]([N:13]2[C:17]([C:18]3[O:19][CH:20]=[CH:21][CH:22]=3)=[CH:16][C:15]([C:23]([F:26])([F:25])[F:24])=[N:14]2)[CH:8]=1)=[N+:28]=[N-:29]. The yield is 0.880. (2) The reactants are [C:1]([OH:12])(=[O:11])[CH2:2][CH2:3][CH2:4][CH2:5][CH2:6][CH2:7][C:8]([OH:10])=O. The catalyst is C(OC(=O)C)(=O)C. The product is [O:12]1[C:1](=[O:11])[CH2:2][CH2:3][CH2:4][CH2:5][CH2:6][CH2:7][C:8]1=[O:10]. The yield is 0.504. (3) The yield is 0.760. The product is [CH3:26][O:25][C:4]1[CH:5]=[C:6]2[C:11](=[CH:2][N:3]=1)[N:10]=[CH:9][CH:8]([C:12]([C:14]1[CH:23]=[CH:22][C:21]3[C:16](=[CH:17][CH:18]=[CH:19][CH:20]=3)[CH:15]=1)=[O:13])[C:7]2=[O:24]. The catalyst is [Pd].CO. The reactants are Cl[C:2]1[N:3]=[C:4]([O:25][CH3:26])[CH:5]=[C:6]2[C:11]=1[N:10]=[CH:9][CH:8]([C:12]([C:14]1[CH:23]=[CH:22][C:21]3[C:16](=[CH:17][CH:18]=[CH:19][CH:20]=3)[CH:15]=1)=[O:13])[C:7]2=[O:24].CCN(CC)CC.CCO.CCOC(C)=O. (4) The reactants are [C:1]([O:5][C:6]([N:8]1[CH2:11][C:10]([C:13]2[N:14]([CH3:39])[C:15]3[C:20]([N:21]=2)=[C:19]([N:22]2[CH2:27][CH2:26][O:25][CH2:24][CH2:23]2)[N:18]=[C:17]([N:28]2[C:32]4[CH:33]=[CH:34][CH:35]=[CH:36][C:31]=4[N:30]=[C:29]2[CH2:37][CH3:38])[N:16]=3)([OH:12])[CH2:9]1)=[O:7])([CH3:4])([CH3:3])[CH3:2].[H-].[Na+].I[CH3:43]. The catalyst is C1COCC1. The product is [CH2:37]([C:29]1[N:28]([C:17]2[N:16]=[C:15]3[C:20]([N:21]=[C:13]([C:10]4([O:12][CH3:43])[CH2:9][N:8]([C:6]([O:5][C:1]([CH3:4])([CH3:3])[CH3:2])=[O:7])[CH2:11]4)[N:14]3[CH3:39])=[C:19]([N:22]3[CH2:23][CH2:24][O:25][CH2:26][CH2:27]3)[N:18]=2)[C:32]2[CH:33]=[CH:34][CH:35]=[CH:36][C:31]=2[N:30]=1)[CH3:38]. The yield is 0.570. (5) The yield is 0.310. The product is [CH2:33]([O:11][CH:10]([C:3]1[CH:4]=[CH:5][C:6]([O:8][CH3:9])=[CH:7][C:2]=1[OH:1])[C:12]1[CH:17]=[CH:16][CH:15]=[C:14]([O:18][CH2:19][C:20]2[N:21]=[C:22]([C:26]3[CH:27]=[CH:28][CH:29]=[CH:30][CH:31]=3)[O:23][C:24]=2[CH3:25])[CH:13]=1)[CH3:34]. The reactants are [OH:1][C:2]1[CH:7]=[C:6]([O:8][CH3:9])[CH:5]=[CH:4][C:3]=1[CH:10]([C:12]1[CH:17]=[CH:16][CH:15]=[C:14]([O:18][CH2:19][C:20]2[N:21]=[C:22]([C:26]3[CH:31]=[CH:30][CH:29]=[CH:28][CH:27]=3)[O:23][C:24]=2[CH3:25])[CH:13]=1)[OH:11].O1CC[CH2:34][CH2:33]1. The catalyst is [C].[Pd].C(O)C.